Dataset: CYP3A4 inhibition data for predicting drug metabolism from PubChem BioAssay. Task: Regression/Classification. Given a drug SMILES string, predict its absorption, distribution, metabolism, or excretion properties. Task type varies by dataset: regression for continuous measurements (e.g., permeability, clearance, half-life) or binary classification for categorical outcomes (e.g., BBB penetration, CYP inhibition). Dataset: cyp3a4_veith. The compound is CC(=O)OC[C@@H]1O[C@@H](O/N=C2/C[C@@H](O)[C@@H](O)[C@@H]3[C@@H]4C(=O)N(Cc5ccccc5)C(=O)[C@H]4CC[C@@H]23)[C@H](OC(C)=O)[C@H](OC(C)=O)[C@@H]1OC(C)=O. The result is 0 (non-inhibitor).